Task: Regression. Given two drug SMILES strings and cell line genomic features, predict the synergy score measuring deviation from expected non-interaction effect.. Dataset: NCI-60 drug combinations with 297,098 pairs across 59 cell lines Drug 1: COC1=NC(=NC2=C1N=CN2C3C(C(C(O3)CO)O)O)N. Drug 2: CC1CCCC2(C(O2)CC(NC(=O)CC(C(C(=O)C(C1O)C)(C)C)O)C(=CC3=CSC(=N3)C)C)C. Cell line: CAKI-1. Synergy scores: CSS=42.9, Synergy_ZIP=1.22, Synergy_Bliss=1.57, Synergy_Loewe=-12.8, Synergy_HSA=0.0787.